This data is from Forward reaction prediction with 1.9M reactions from USPTO patents (1976-2016). The task is: Predict the product of the given reaction. (1) Given the reactants [C:1]([CH2:4][C:5]([NH:8][CH2:9][CH2:10][CH2:11][O:12][C:13]1[CH:18]=[CH:17][C:16]([CH2:19][C:20]2[C:21]([O:28][C@@H:29]3[O:55][C@H:54]([CH2:56][O:57]C(=O)C(C)(C)C)[C@@H:46]([O:47]C(=O)C(C)(C)C)[C@H:38]([O:39]C(=O)C(C)(C)C)[C@H:30]3[O:31]C(=O)C(C)(C)C)=[N:22][NH:23][C:24]=2[CH:25]([CH3:27])[CH3:26])=[C:15]([CH3:64])[CH:14]=1)([CH3:7])[CH3:6])(O)=[O:2].[OH:65][CH2:66][CH2:67][N:68]1[CH2:73][CH2:72][NH:71][CH2:70][CH2:69]1.ON1C2C=CC=CC=2N=N1.Cl.C(N=C=NCCCN(C)C)C, predict the reaction product. The product is: [C@@H:29]1([O:28][C:21]2[C:20]([CH2:19][C:16]3[CH:17]=[CH:18][C:13]([O:12][CH2:11][CH2:10][CH2:9][NH:8][C:5]([CH3:7])([CH3:6])[CH2:4][C:1]([N:71]4[CH2:72][CH2:73][N:68]([CH2:67][CH2:66][OH:65])[CH2:69][CH2:70]4)=[O:2])=[CH:14][C:15]=3[CH3:64])=[C:24]([CH:25]([CH3:27])[CH3:26])[NH:23][N:22]=2)[O:55][C@H:54]([CH2:56][OH:57])[C@@H:46]([OH:47])[C@H:38]([OH:39])[C@H:30]1[OH:31]. (2) Given the reactants C([O:5][C:6](=[O:17])/[CH:7]=[CH:8]/[C:9]1[CH:14]=[CH:13][C:12]([CH:15]=O)=[CH:11][N:10]=1)(C)(C)C.[OH-].[K+].[CH3:20][C@H:21]1[N:26]([CH3:27])[C@@H:25]([CH3:28])[CH2:24][N:23]([C:29]2[CH:30]=[C:31]([C:35](=[O:37])[CH3:36])[CH:32]=[CH:33][CH:34]=2)[CH2:22]1, predict the reaction product. The product is: [O:37]=[C:35]([C:31]1[CH:32]=[CH:33][CH:34]=[C:29]([N:23]2[CH2:22][C@H:21]([CH3:20])[N:26]([CH3:27])[C@H:25]([CH3:28])[CH2:24]2)[CH:30]=1)/[CH:36]=[CH:15]/[C:12]1[CH:13]=[CH:14][C:9](/[CH:8]=[CH:7]/[C:6]([OH:5])=[O:17])=[N:10][CH:11]=1. (3) Given the reactants [Br:1][C:2]1[CH:3]=[C:4]2[C:10]([CH:11]([CH3:13])[CH3:12])=[CH:9][N:8](S(C3C=CC(C)=CC=3)(=O)=O)[C:5]2=[N:6][CH:7]=1.[OH-].[Na+], predict the reaction product. The product is: [Br:1][C:2]1[CH:3]=[C:4]2[C:10]([CH:11]([CH3:13])[CH3:12])=[CH:9][NH:8][C:5]2=[N:6][CH:7]=1. (4) Given the reactants [C:1]([O:5][C:6](=[O:39])[NH:7][CH2:8][C:9]1[CH:38]=[CH:37][C:12]2[N:13]([CH2:32][CH2:33][CH:34]([CH3:36])[CH3:35])[C:14]([CH2:16]N3C4=NC=CC=C4C(=NOCCF)C3=O)=[N:15][C:11]=2[CH:10]=1)([CH3:4])([CH3:3])[CH3:2].[CH:40]1([N:43]2[C:48](=[O:49])[NH:47][C:46]3[CH:50]=[CH:51][CH:52]=[CH:53][C:45]=3[S:44]2(=[O:55])=[O:54])[CH2:42][CH2:41]1.C(OC(=O)NCC1C=CC2N(CCC(C)C)C(CCl)=NC=2C=1)(C)(C)C.Cl.C(OC(C)C)(C)C, predict the reaction product. The product is: [C:1]([O:5][C:6](=[O:39])[NH:7][CH2:8][C:9]1[CH:38]=[CH:37][C:12]2[N:13]([CH2:32][CH2:33][CH:34]([CH3:35])[CH3:36])[C:14]([CH2:16][N:47]3[C:46]4[CH:50]=[CH:51][CH:52]=[CH:53][C:45]=4[S:44](=[O:54])(=[O:55])[N:43]([CH:40]4[CH2:42][CH2:41]4)[C:48]3=[O:49])=[N:15][C:11]=2[CH:10]=1)([CH3:2])([CH3:4])[CH3:3].